From a dataset of Full USPTO retrosynthesis dataset with 1.9M reactions from patents (1976-2016). Predict the reactants needed to synthesize the given product. Given the product [CH3:14][O:15][C:16]1[CH:17]=[CH:18][C:19]([CH2:20][N:21]([C:35]2[S:36][CH:37]=[CH:38][N:39]=2)[S:22]([C:25]2[CH:26]=[CH:27][C:28]3[N:33]([C:2]4[CH:7]=[CH:6][CH:5]=[CH:4][C:3]=4[C:8]4[CH:9]=[N:10][CH:11]=[N:12][CH:13]=4)[CH2:32][CH2:31][O:30][C:29]=3[CH:34]=2)(=[O:24])=[O:23])=[CH:40][CH:41]=1, predict the reactants needed to synthesize it. The reactants are: Br[C:2]1[CH:7]=[CH:6][CH:5]=[CH:4][C:3]=1[C:8]1[CH:9]=[N:10][CH:11]=[N:12][CH:13]=1.[CH3:14][O:15][C:16]1[CH:41]=[CH:40][C:19]([CH2:20][N:21]([C:35]2[S:36][CH:37]=[CH:38][N:39]=2)[S:22]([C:25]2[CH:26]=[CH:27][C:28]3[NH:33][CH2:32][CH2:31][O:30][C:29]=3[CH:34]=2)(=[O:24])=[O:23])=[CH:18][CH:17]=1.CC1(C)C2C(=C(P(C3C=CC=CC=3)C3C=CC=CC=3)C=CC=2)OC2C(P(C3C=CC=CC=3)C3C=CC=CC=3)=CC=CC1=2.CC(C)([O-])C.[Na+].